From a dataset of Forward reaction prediction with 1.9M reactions from USPTO patents (1976-2016). Predict the product of the given reaction. (1) Given the reactants [N:1]1([C:6]2[CH:11]=[C:10]([NH2:12])[C:9]([NH2:13])=[C:8]([CH3:14])[CH:7]=2)[CH:5]=[CH:4][N:3]=[CH:2]1.[Cl:15][C:16]1[C:21]([CH:22]=O)=[C:20]([Cl:24])[N:19]=[CH:18][N:17]=1, predict the reaction product. The product is: [Cl:15][C:16]1[C:21]([C:22]2[NH:12][C:10]3[CH:11]=[C:6]([N:1]4[CH:5]=[CH:4][N:3]=[CH:2]4)[CH:7]=[C:8]([CH3:14])[C:9]=3[N:13]=2)=[C:20]([Cl:24])[N:19]=[CH:18][N:17]=1. (2) The product is: [CH3:24]/[C:23](/[C:2]1[CH:10]=[C:9]2[C:5]([CH2:6][N:7]([C:12]3[CH:13]=[C:14]4[C:18](=[CH:19][CH:20]=3)[N:17]([CH3:21])[CH:16]=[CH:15]4)[C:8]2=[O:11])=[CH:4][CH:3]=1)=[CH:22]/[CH3:28]. Given the reactants Br[C:2]1[CH:10]=[C:9]2[C:5]([CH2:6][N:7]([C:12]3[CH:13]=[C:14]4[C:18](=[CH:19][CH:20]=3)[N:17]([CH3:21])[CH:16]=[CH:15]4)[C:8]2=[O:11])=[CH:4][CH:3]=1.[CH:22](/B(O)O)=[CH:23]/[CH3:24].[C:28](=O)([O-])[O-].[Cs+].[Cs+].COCCOC.O, predict the reaction product.